Task: Predict the reaction yield, written as a fraction of the theoretical maximum amount of product (1.0 means a 100% yield; for example, 0.34 means a 34% yield).. Dataset: Reaction yield outcomes from USPTO patents with 853,638 reactions (1) The reactants are [CH2:1]([O:3][C:4](=[O:12])[CH:5]([CH3:11])[C:6]([O:8][CH2:9][CH3:10])=[O:7])[CH3:2].[H-].[Na+].BrC[CH:17]=[C:18]([CH3:20])[CH3:19].O1CCC[CH2:22]1. No catalyst specified. The product is [CH2:1]([O:3][C:4](=[O:12])[C:5]([CH3:22])([CH2:11][CH:17]=[C:18]([CH3:20])[CH3:19])[C:6]([O:8][CH2:9][CH3:10])=[O:7])[CH3:2]. The yield is 0.790. (2) The reactants are ClCC1C=CC(C#N)=CC=1.Br[CH2:12][C:13]1[N:17]=[C:16]([CH3:18])[N:15]([C:19]2[CH:24]=[CH:23][CH:22]=[CH:21][CH:20]=2)[N:14]=1.[CH2:25]([NH:32][C:33]([C:35]1[S:39][C:38]([N:40]2[CH2:44][CH2:43][NH:42][C:41]2=[O:45])=[N:37][C:36]=1[CH3:46])=[O:34])[C:26]1[CH:31]=[CH:30][CH:29]=[CH:28][CH:27]=1. No catalyst specified. The product is [CH2:25]([NH:32][C:33]([C:35]1[S:39][C:38]([N:40]2[CH2:44][CH2:43][N:42]([CH2:12][C:13]3[N:17]=[C:16]([CH3:18])[N:15]([C:19]4[CH:24]=[CH:23][CH:22]=[CH:21][CH:20]=4)[N:14]=3)[C:41]2=[O:45])=[N:37][C:36]=1[CH3:46])=[O:34])[C:26]1[CH:31]=[CH:30][CH:29]=[CH:28][CH:27]=1. The yield is 0.170.